From a dataset of Full USPTO retrosynthesis dataset with 1.9M reactions from patents (1976-2016). Predict the reactants needed to synthesize the given product. (1) Given the product [CH2:1]([C:5]1[C:6]([C:29]2[CH:30]=[CH:31][CH:32]=[CH:33][CH:34]=2)=[C:7]([O:17][C:18]2[CH:23]=[CH:22][C:21](/[CH:24]=[CH:25]/[C:26]([OH:28])=[O:27])=[CH:20][CH:19]=2)[C:8]2[C:13]([CH:14]=1)=[CH:12][C:11]([OH:15])=[CH:10][CH:9]=2)[CH2:2][CH2:3][CH3:4], predict the reactants needed to synthesize it. The reactants are: [CH2:1]([C:5]1[C:6]([C:29]2[CH:34]=[CH:33][CH:32]=[CH:31][CH:30]=2)=[C:7]([O:17][C:18]2[CH:23]=[CH:22][C:21](/[CH:24]=[CH:25]/[C:26]([OH:28])=[O:27])=[CH:20][CH:19]=2)[C:8]2[C:13]([CH:14]=1)=[CH:12][C:11]([O:15]C)=[CH:10][CH:9]=2)[CH2:2][CH2:3][CH3:4].B(Br)(Br)Br. (2) Given the product [CH3:11][N:10]([CH3:12])[CH2:9][CH2:8][C:4]1[CH:5]=[CH:6][CH:7]=[C:2]([C:17]2[C:16]([CH3:29])=[N:15][N:14]([CH3:13])[C:18]=2[CH3:19])[CH:3]=1, predict the reactants needed to synthesize it. The reactants are: Br[C:2]1[CH:3]=[C:4]([CH2:8][CH2:9][N:10]([CH3:12])[CH3:11])[CH:5]=[CH:6][CH:7]=1.[CH3:13][N:14]1[C:18]([CH3:19])=[C:17](B2OC(C)(C)C(C)(C)O2)[C:16]([CH3:29])=[N:15]1.C1(P(C2CCCCC2)C2CCCCC2)CCCCC1.[O-]P([O-])([O-])=O.[K+].[K+].[K+]. (3) Given the product [CH2:24]([O:23][CH2:22][O:21][C:19]1[CH:18]=[CH:17][C:15]2[N:16]=[C:12]([C:4]3[N:3]=[C:2]([F:26])[C:7]([N:8]([CH3:11])[CH:9]=[O:10])=[CH:6][CH:5]=3)[S:13][C:14]=2[CH:20]=1)[CH3:25], predict the reactants needed to synthesize it. The reactants are: Cl[C:2]1[C:7]([N:8]([CH3:11])[CH:9]=[O:10])=[CH:6][CH:5]=[C:4]([C:12]2[S:13][C:14]3[CH:20]=[C:19]([O:21][CH2:22][O:23][CH2:24][CH3:25])[CH:18]=[CH:17][C:15]=3[N:16]=2)[N:3]=1.[F-:26].[Cs+]. (4) Given the product [N:9]1[CH:10]=[C:11]([S:18][C:19]2[CH:37]=[CH:36][C:22]3[N:23]=[C:24]([NH:26][C:27]([NH:8][CH2:7][CH2:6][N:1]4[CH2:5][CH2:4][CH2:3][CH2:2]4)=[O:28])[S:25][C:21]=3[CH:20]=2)[N:12]2[CH:17]=[CH:16][CH:15]=[N:14][C:13]=12, predict the reactants needed to synthesize it. The reactants are: [N:1]1([CH2:6][CH2:7][NH2:8])[CH2:5][CH2:4][CH2:3][CH2:2]1.[N:9]1[CH:10]=[C:11]([S:18][C:19]2[CH:37]=[CH:36][C:22]3[N:23]=[C:24]([NH:26][C:27](=O)[O:28]C4C=CC=CC=4)[S:25][C:21]=3[CH:20]=2)[N:12]2[CH:17]=[CH:16][CH:15]=[N:14][C:13]=12.